This data is from Full USPTO retrosynthesis dataset with 1.9M reactions from patents (1976-2016). The task is: Predict the reactants needed to synthesize the given product. (1) Given the product [OH:15][C:12]1[CH:13]=[CH:14][C:9]([C:8](=[C:16]2[CH2:21][C:20]([CH3:23])([CH3:22])[CH2:19][C:18]([CH3:25])([CH3:24])[CH2:17]2)[C:5]2[CH:6]=[CH:7][C:2]([C:2]3[CH:7]=[CH:6][C:5]([C:26]([OH:29])=[O:27])=[CH:4][CH:3]=3)=[CH:3][CH:4]=2)=[CH:10][CH:11]=1, predict the reactants needed to synthesize it. The reactants are: Br[C:2]1[CH:7]=[CH:6][C:5]([C:8](=[C:16]2[CH2:21][C:20]([CH3:23])([CH3:22])[CH2:19][C:18]([CH3:25])([CH3:24])[CH2:17]2)[C:9]2[CH:14]=[CH:13][C:12]([OH:15])=[CH:11][CH:10]=2)=[CH:4][CH:3]=1.[C:26]([O-:29])([O-])=[O:27].[Na+].[Na+]. (2) Given the product [Br:1][C:2]1[N:3]=[C:4](/[CH:13]=[CH:30]/[C:23]2[CH:24]=[C:25]([C:26]([NH:27][CH3:28])=[O:29])[C:20]3[N:21]([C:17]([CH3:16])=[C:18]([C:50]([F:53])([F:52])[F:51])[N:19]=3)[N:22]=2)[N:5]([C:7]2[CH:8]=[CH:9][CH:10]=[CH:11][CH:12]=2)[CH:6]=1, predict the reactants needed to synthesize it. The reactants are: [Br:1][C:2]1[N:3]=[C:4]([CH:13]=O)[N:5]([C:7]2[CH:12]=[CH:11][CH:10]=[CH:9][CH:8]=2)[CH:6]=1.[Cl-].[CH3:16][C:17]1[N:21]2[N:22]=[C:23]([CH2:30][P+](C3C=CC=CC=3)(C3C=CC=CC=3)C3C=CC=CC=3)[CH:24]=[C:25]([C:26](=[O:29])[NH:27][CH3:28])[C:20]2=[N:19][C:18]=1[C:50]([F:53])([F:52])[F:51]. (3) Given the product [NH2:6][C:7]1[N:12]=[CH:11][N:10]=[C:9]2[N:13]([C@H:30]3[CH2:35][CH2:34][C@@H:33]([N:36]4[CH2:41][CH2:40][N:39]([CH3:42])[CH2:38][CH2:37]4)[CH2:32][CH2:31]3)[N:14]=[C:15]([C:16]3[CH:17]=[CH:18][C:19]([NH:22][C:23]4[S:24][CH:25]=[C:26]([C:28]5[CH:48]=[CH:47][CH:45]=[CH:44][CH:29]=5)[N:27]=4)=[CH:20][CH:21]=3)[C:8]=12, predict the reactants needed to synthesize it. The reactants are: S1C=CN=C1.[NH2:6][C:7]1[N:12]=[CH:11][N:10]=[C:9]2[N:13]([C@H:30]3[CH2:35][CH2:34][C@@H:33]([N:36]4[CH2:41][CH2:40][N:39]([CH3:42])[CH2:38][CH2:37]4)[CH2:32][CH2:31]3)[N:14]=[C:15]([C:16]3[CH:21]=[CH:20][C:19]([NH:22][C:23]4[S:24][CH:25]=[C:26]([CH2:28][CH3:29])[N:27]=4)=[CH:18][CH:17]=3)[C:8]=12.Br[CH2:44][C:45]([C:47]1C=CC=C[CH:48]=1)=O. (4) Given the product [F:28][C:27]([F:30])([F:29])[S:24]([O:13][C:8]1[C:9]2[C:4](=[C:3]([O:2][CH3:1])[CH:12]=[CH:11][CH:10]=2)[CH:5]=[CH:6][CH:7]=1)(=[O:25])=[O:23], predict the reactants needed to synthesize it. The reactants are: [CH3:1][O:2][C:3]1[CH:12]=[CH:11][CH:10]=[C:9]2[C:4]=1[CH:5]=[CH:6][CH:7]=[C:8]2[OH:13].CCN(C(C)C)C(C)C.[O:23](S(C(F)(F)F)(=O)=O)[S:24]([C:27]([F:30])([F:29])[F:28])(=O)=[O:25]. (5) Given the product [Cl:1][C:2]1[CH:3]=[C:4]([CH:17]=[CH:18][C:19]=1[O:20][CH2:21][C:22]1[CH:27]=[CH:26][CH:25]=[C:24]([F:28])[CH:23]=1)[NH:5][C:6]1[C:15]2[C:10](=[CH:11][CH:12]=[CH:13][C:14]=2[O:16][CH2:30][CH2:31][Cl:32])[N:9]=[CH:8][N:7]=1, predict the reactants needed to synthesize it. The reactants are: [Cl:1][C:2]1[CH:3]=[C:4]([CH:17]=[CH:18][C:19]=1[O:20][CH2:21][C:22]1[CH:27]=[CH:26][CH:25]=[C:24]([F:28])[CH:23]=1)[NH:5][C:6]1[C:15]2[C:10](=[CH:11][CH:12]=[CH:13][C:14]=2[OH:16])[N:9]=[CH:8][N:7]=1.Br[CH2:30][CH2:31][Cl:32].C(=O)([O-])[O-].[Cs+].[Cs+]. (6) Given the product [Br:1][C:2]1[CH:3]=[C:4]([CH:5]=[CH:6][C:23]=1[O:26][CH2:31][CH2:32][N:33]([CH3:35])[CH3:34])[CH:39]=[O:40], predict the reactants needed to synthesize it. The reactants are: [Br:1][C:2]1N=[C:6](C2NC(=O)C3C(C=2)=CC(OC)=CC=3OC)[CH:5]=[CH:4][CH:3]=1.[C:23]([O-:26])([O-])=O.[K+].[K+].Cl.Cl[CH2:31][CH2:32][N:33]([CH3:35])[CH3:34].CN([CH:39]=[O:40])C. (7) Given the product [CH2:17]([C:3]1[N:4]=[C:5]2[C:14]3[C:9](=[CH:10][CH:11]=[CH:12][CH:13]=3)[CH:8]=[CH:7][N:6]2[C:15](=[O:16])[C:2]=1[C:41]1[CH:42]=[CH:43][C:38]([Cl:37])=[CH:39][CH:40]=1)[CH2:18][CH2:19][CH3:20], predict the reactants needed to synthesize it. The reactants are: Br[C:2]1[C:15](=[O:16])[N:6]2[CH:7]=[CH:8][C:9]3[C:14]([C:5]2=[N:4][C:3]=1[CH2:17][CH2:18][CH2:19][CH3:20])=[CH:13][CH:12]=[CH:11][CH:10]=3.BrC1C(=O)N2C=CC=CC2=NC=1CCCC.[Cl:37][C:38]1[CH:43]=[CH:42][C:41](B(O)O)=[CH:40][CH:39]=1.COC1C=CC(B(O)O)=CC=1. (8) Given the product [NH2:42][C@@H:38]([CH2:37][C:35]1[N:34]=[CH:33][NH:32][CH:36]=1)[C:39]([NH:57][CH2:58][CH2:59][CH2:60][O:61][C:62]1[CH:67]=[CH:66][C:65]([Cl:68])=[CH:64][C:63]=1[NH:69][C:70]([NH:72][C:73]1[CH:78]=[CH:77][C:76]([C:79]#[N:80])=[CH:75][N:74]=1)=[O:71])=[O:41], predict the reactants needed to synthesize it. The reactants are: F[P-](F)(F)(F)(F)F.N1(OC(N(C)C)=[N+](C)C)C2N=CC=CC=2N=N1.C(OC([N:32]1[CH:36]=[C:35]([CH2:37][CH:38]([NH:42]C(OC(C)(C)C)=O)[C:39]([OH:41])=O)[N:34]=[CH:33]1)=O)(C)(C)C.C(N(CC)CC)C.[NH2:57][CH2:58][CH2:59][CH2:60][O:61][C:62]1[CH:67]=[CH:66][C:65]([Cl:68])=[CH:64][C:63]=1[NH:69][C:70]([NH:72][C:73]1[CH:78]=[CH:77][C:76]([C:79]#[N:80])=[CH:75][N:74]=1)=[O:71].Cl.O1CCOCC1.